This data is from Forward reaction prediction with 1.9M reactions from USPTO patents (1976-2016). The task is: Predict the product of the given reaction. (1) Given the reactants [F:1][CH:2]([C:5]1[CH:10]=[CH:9][CH:8]=[CH:7][CH:6]=1)[CH2:3][OH:4].C(Cl)Cl.CC(OI1(OC(C)=O)(OC(C)=O)OC(=O)C2C1=CC=CC=2)=O.S([O-])([O-])(=O)=S.[Na+].[Na+], predict the reaction product. The product is: [F:1][CH:2]([C:5]1[CH:10]=[CH:9][CH:8]=[CH:7][CH:6]=1)[CH:3]=[O:4]. (2) Given the reactants [C:1]([C:5]1[NH:10][C:9](=[O:11])[CH:8]=[C:7](O)[CH:6]=1)([CH3:4])([CH3:3])[CH3:2].P(Br)(Br)([Br:15])=O, predict the reaction product. The product is: [Br:15][C:7]1[CH:6]=[C:5]([C:1]([CH3:4])([CH3:3])[CH3:2])[NH:10][C:9](=[O:11])[CH:8]=1. (3) The product is: [CH3:15][N:16]([CH3:17])[C:2]1[N:10]=[C:9]([C:11]([F:14])([F:13])[F:12])[CH:8]=[CH:7][C:3]=1[C:4]([OH:6])=[O:5]. Given the reactants Cl[C:2]1[N:10]=[C:9]([C:11]([F:14])([F:13])[F:12])[CH:8]=[CH:7][C:3]=1[C:4]([OH:6])=[O:5].[CH3:15][NH:16][CH3:17].C1COCC1, predict the reaction product. (4) The product is: [CH3:11][CH:12]1[CH2:17][CH2:16][N:15]([C:18]([N:3]2[C:4]3=[N:5][CH:6]=[CH:7][CH:8]=[C:9]3[O:1][C:2]2=[O:10])=[O:19])[CH2:14][CH2:13]1. Given the reactants [O:1]1[C:9]2[C:4](=[N:5][CH:6]=[CH:7][CH:8]=2)[NH:3][C:2]1=[O:10].[CH3:11][CH:12]1[CH2:17][CH2:16][N:15]([C:18](Cl)=[O:19])[CH2:14][CH2:13]1.C(N(CC)CC)C, predict the reaction product. (5) Given the reactants [H-].[Na+].[N:3]1[CH:8]=[CH:7][CH:6]=[C:5]([CH2:9][OH:10])[CH:4]=1.[CH:11]([CH:14]1[C:19]2[N:20]=[CH:21][NH:22][C:18]=2[CH2:17][CH2:16][N:15]1[C:23](OCC(Cl)(Cl)Cl)=[O:24])([CH3:13])[CH3:12], predict the reaction product. The product is: [CH:11]([CH:14]1[C:19]2[N:20]=[CH:21][NH:22][C:18]=2[CH2:17][CH2:16][N:15]1[C:23]([O:10][CH2:9][C:5]1[CH:4]=[N:3][CH:8]=[CH:7][CH:6]=1)=[O:24])([CH3:13])[CH3:12]. (6) Given the reactants [CH3:1][C:2]1[CH:6]=[C:5]([CH3:7])[NH:4][C:3]=1[C:8]([O:10][CH2:11][CH3:12])=[O:9].[CH3:13][C:14]1[CH:15]=[C:16]([SH:21])[CH:17]=[C:18]([CH3:20])[CH:19]=1, predict the reaction product. The product is: [CH3:13][C:14]1[CH:15]=[C:16]([S:21][C:6]2[C:2]([CH3:1])=[C:3]([C:8]([O:10][CH2:11][CH3:12])=[O:9])[NH:4][C:5]=2[CH3:7])[CH:17]=[C:18]([CH3:20])[CH:19]=1. (7) Given the reactants [NH2:1][C:2]1([C:15]([NH:17][CH3:18])=[O:16])[CH2:7][CH2:6][N:5]([C:8]([O:10][C:11]([CH3:14])([CH3:13])[CH3:12])=[O:9])[CH2:4][CH2:3]1.[O:19]1[C:24]2[CH:25]=[CH:26][C:27]([CH:29]=O)=[CH:28][C:23]=2[O:22][CH2:21][CH2:20]1.C(O[BH-](OC(=O)C)OC(=O)C)(=O)C.[Na+].C(=O)([O-])O.[Na+], predict the reaction product. The product is: [O:19]1[C:24]2[CH:25]=[CH:26][C:27]([CH2:29][NH:1][C:2]3([C:15]([NH:17][CH3:18])=[O:16])[CH2:3][CH2:4][N:5]([C:8]([O:10][C:11]([CH3:12])([CH3:13])[CH3:14])=[O:9])[CH2:6][CH2:7]3)=[CH:28][C:23]=2[O:22][CH2:21][CH2:20]1.